Task: Predict the product of the given reaction.. Dataset: Forward reaction prediction with 1.9M reactions from USPTO patents (1976-2016) (1) Given the reactants [NH2:1][C:2]1[CH:3]=[CH:4][C:5]2[O:10][CH2:9][CH:8]([CH2:11][OH:12])[O:7][C:6]=2[C:13]=1[CH2:14][S:15]([C:18]1[C:27]2[C:22](=[CH:23][CH:24]=[CH:25][CH:26]=2)[CH:21]=[CH:20][CH:19]=1)(=[O:17])=[O:16].[N:28]([O-])=O.[Na+].C(=O)(O)[O-].[Na+], predict the reaction product. The product is: [C:18]1([S:15]([C:14]2[C:13]3[C:2](=[CH:3][CH:4]=[C:5]4[O:10][CH2:9][C@H:8]([CH2:11][OH:12])[O:7][C:6]4=3)[NH:1][N:28]=2)(=[O:17])=[O:16])[C:27]2[C:22](=[CH:23][CH:24]=[CH:25][CH:26]=2)[CH:21]=[CH:20][CH:19]=1. (2) Given the reactants [CH3:1][C:2]1[S:6][C:5]([NH:7][C:8](=[O:32])[C:9]2[CH:14]=[CH:13][C:12]([O:15][C:16]3[CH:21]=[CH:20][N:19]=[C:18]4[NH:22][N:23]=[C:24]([NH:25][C@@H:26]5[CH2:31][CH2:30][CH2:29][NH:28][CH2:27]5)[C:17]=34)=[CH:11][CH:10]=2)=[N:4][N:3]=1.[C:33](O)(=[O:37])[C:34]#[C:35][CH3:36].CCN=C=NCCCN(C)C.Cl, predict the reaction product. The product is: [C:33]([N:28]1[CH2:29][CH2:30][CH2:31][C@@H:26]([NH:25][C:24]2[C:17]3[C:18](=[N:19][CH:20]=[CH:21][C:16]=3[O:15][C:12]3[CH:13]=[CH:14][C:9]([C:8]([NH:7][C:5]4[S:6][C:2]([CH3:1])=[N:3][N:4]=4)=[O:32])=[CH:10][CH:11]=3)[NH:22][N:23]=2)[CH2:27]1)(=[O:37])[C:34]#[C:35][CH3:36]. (3) Given the reactants [NH2:1][C:2]1[NH:6][N:5]=[C:4]([NH:7][C:8]2[CH:13]=[C:12]([C:14]([F:17])([F:16])[F:15])[C:11]([C:18]3[CH:23]=[CH:22][CH:21]=[C:20]([S:24]([NH:27]C(C)(C)C)(=[O:26])=[O:25])[CH:19]=3)=[C:10]([Cl:32])[CH:9]=2)[N:3]=1.[C:33]([OH:39])([C:35]([F:38])([F:37])[F:36])=[O:34], predict the reaction product. The product is: [F:36][C:35]([F:38])([F:37])[C:33]([OH:39])=[O:34].[NH2:1][C:2]1[NH:6][N:5]=[C:4]([NH:7][C:8]2[CH:13]=[C:12]([C:14]([F:16])([F:15])[F:17])[C:11]([C:18]3[CH:23]=[CH:22][CH:21]=[C:20]([S:24]([NH2:27])(=[O:26])=[O:25])[CH:19]=3)=[C:10]([Cl:32])[CH:9]=2)[N:3]=1. (4) The product is: [Cl:1][C:2]1[CH:11]=[C:6]([C:7]2[CH:20]=[C:19]([C:16]3[CH:17]=[CH:18][C:13]([Cl:12])=[C:14]([Cl:21])[CH:15]=3)[O:9][N:8]=2)[CH:5]=[N:4][CH:3]=1. Given the reactants [Cl:1][C:2]1[CH:3]=[N:4][CH:5]=[C:6]([CH:11]=1)[C:7](Cl)=[N:8][OH:9].[Cl:12][C:13]1[CH:18]=[CH:17][C:16]([C:19]#[CH:20])=[CH:15][C:14]=1[Cl:21].N, predict the reaction product. (5) Given the reactants [CH3:1][C:2]([O:5][C:6]([N:8]1[CH2:14][CH2:13][C:12]2[CH:15]=[CH:16][C:17]([CH2:19][C:20]3[N:25]=[CH:24][C:23]([C:26](O)=[O:27])=[CH:22][CH:21]=3)=[CH:18][C:11]=2[CH2:10][CH2:9]1)=[O:7])([CH3:4])[CH3:3].[CH:29]1([N:35]=C=NC2CCCCC2)CCCCC1.ON1C2C=CC=CC=2N=N1.CN, predict the reaction product. The product is: [CH3:29][NH:35][C:26]([C:23]1[CH:22]=[CH:21][C:20]([CH2:19][C:17]2[CH:16]=[CH:15][C:12]3[CH2:13][CH2:14][N:8]([C:6]([O:5][C:2]([CH3:3])([CH3:4])[CH3:1])=[O:7])[CH2:9][CH2:10][C:11]=3[CH:18]=2)=[N:25][CH:24]=1)=[O:27].